Task: Predict the product of the given reaction.. Dataset: Forward reaction prediction with 1.9M reactions from USPTO patents (1976-2016) (1) The product is: [C:32]([NH:36][CH2:18][C:16]1[C:15]([OH:20])=[C:14]([C:21]2[CH:26]=[CH:25][C:24]([C:27]([F:29])([F:28])[F:30])=[C:23]([Cl:31])[CH:22]=2)[CH:13]=[C:12]([C:4]2[CH:5]=[CH:6][C:7]([C:8]([F:11])([F:10])[F:9])=[C:2]([Cl:1])[CH:3]=2)[CH:17]=1)([CH3:35])([CH3:34])[CH3:33]. Given the reactants [Cl:1][C:2]1[CH:3]=[C:4]([C:12]2[CH:17]=[C:16]([CH:18]=O)[C:15]([OH:20])=[C:14]([C:21]3[CH:26]=[CH:25][C:24]([C:27]([F:30])([F:29])[F:28])=[C:23]([Cl:31])[CH:22]=3)[CH:13]=2)[CH:5]=[CH:6][C:7]=1[C:8]([F:11])([F:10])[F:9].[C:32]([NH2:36])([CH3:35])([CH3:34])[CH3:33], predict the reaction product. (2) Given the reactants P([O-])([O-])([O-])=O.[K+].[K+].[K+].Cl[C:10]1[CH:11]=[CH:12][C:13]2[N:19]3[CH2:20][C@H:16]([CH2:17][CH2:18]3)[N:15]([C:21]([NH:23][C:24]3[CH:29]=[N:28][CH:27]=[CH:26][N:25]=3)=[O:22])[C:14]=2[N:30]=1.[CH3:31][C:32]1[CH:37]=[C:36](B(O)O)[CH:35]=[C:34]([CH3:41])[N:33]=1.CC(C1C=C(C(C)C)C(C2C=CC=CC=2P(C2CCCCC2)C2CCCCC2)=C(C(C)C)C=1)C, predict the reaction product. The product is: [CH3:31][C:32]1[CH:37]=[C:36]([C:10]2[CH:11]=[CH:12][C:13]3[N:19]4[CH2:20][C@H:16]([CH2:17][CH2:18]4)[N:15]([C:21]([NH:23][C:24]4[CH:29]=[N:28][CH:27]=[CH:26][N:25]=4)=[O:22])[C:14]=3[N:30]=2)[CH:35]=[C:34]([CH3:41])[N:33]=1. (3) Given the reactants [H-].[Na+].[C:3]([N:10]1[CH2:15][CH2:14][NH:13][CH2:12][CH2:11]1)([O:5][C:6]([CH3:9])([CH3:8])[CH3:7])=[O:4].[F:16][C:17]1[CH:24]=[CH:23][CH:22]=[C:21](F)[C:18]=1[C:19]#[N:20], predict the reaction product. The product is: [C:6]([O:5][C:3]([N:10]1[CH2:11][CH2:12][N:13]([C:21]2[CH:22]=[CH:23][CH:24]=[C:17]([F:16])[C:18]=2[C:19]#[N:20])[CH2:14][CH2:15]1)=[O:4])([CH3:9])([CH3:8])[CH3:7]. (4) Given the reactants [N+:1]([C:4]1[CH:13]=[CH:12][CH:11]=[C:10]2[C:5]=1[CH:6]=[C:7]([O:16][CH3:17])[C:8]([O:14][CH3:15])=[CH:9]2)([O-])=O.O.[NH2:19]N, predict the reaction product. The product is: [NH2:1][C:4]1[C:5]2[C:10](=[CH:9][C:8]([O:14][CH3:15])=[C:7]([O:16][CH3:17])[CH:6]=2)[CH:11]=[CH:12][C:13]=1[NH2:19]. (5) The product is: [F:1][C:2]1[CH:3]=[CH:4][C:5]([N:8]2[C:11](=[O:12])[C@H:10]([S:13][CH2:14][CH:15]([C:17]3[CH:22]=[CH:21][C:20]([F:23])=[CH:19][CH:18]=3)[OH:16])[C@H:9]2[C:24]2[CH:38]=[CH:37][C:27]([O:28][CH2:29][C:30]([NH:32][CH2:33][C:34]([NH:77][C@@H:76]([C:78]([OH:80])=[O:79])[CH2:75][CH2:74][CH2:73][CH2:72][NH:71][C:68](=[O:70])[CH3:69])=[O:36])=[O:31])=[CH:26][CH:25]=2)=[CH:6][CH:7]=1. Given the reactants [F:1][C:2]1[CH:7]=[CH:6][C:5]([N:8]2[C:11](=[O:12])[C@H:10]([S:13][CH2:14][C:15]([C:17]3[CH:22]=[CH:21][C:20]([F:23])=[CH:19][CH:18]=3)=[O:16])[C@H:9]2[C:24]2[CH:38]=[CH:37][C:27]([O:28][CH2:29][C:30]([NH:32][CH2:33][C:34]([OH:36])=O)=[O:31])=[CH:26][CH:25]=2)=[CH:4][CH:3]=1.CN1CCOCC1.CN(C(ON1N=NC2C=CC=CC1=2)=[N+](C)C)C.[B-](F)(F)(F)F.[C:68]([NH:71][CH2:72][CH2:73][CH2:74][CH2:75][C@H:76]([C:78]([OH:80])=[O:79])[NH2:77])(=[O:70])[CH3:69].[BH4-].[Na+].C([O-])(=O)C.[NH4+], predict the reaction product. (6) Given the reactants [NH2:1][C@@H:2]1[CH2:7][CH2:6][CH2:5][N:4](C(OC(C)(C)C)=O)[CH2:3]1.[CH3:15][C:16]1[CH:24]=[CH:23][CH:22]=[C:21]2[C:17]=1[CH:18]=[C:19]([C:25](O)=[O:26])[NH:20]2.N, predict the reaction product. The product is: [CH3:15][C:16]1[CH:24]=[CH:23][CH:22]=[C:21]2[C:17]=1[CH:18]=[C:19]([C:25]([NH:1][C@@H:2]1[CH2:7][CH2:6][CH2:5][NH:4][CH2:3]1)=[O:26])[NH:20]2. (7) Given the reactants [Cl:1][C:2]1[C:3](=[O:35])[N:4]([CH2:20][CH2:21][C:22]2[CH:34]=[CH:33][C:25]([C:26]([O:28][C:29]([CH3:32])([CH3:31])[CH3:30])=[O:27])=[CH:24][CH:23]=2)[C:5](/[CH:9]=[CH:10]/[C:11]2[CH:16]=[CH:15][CH:14]=[C:13]([N+:17]([O-])=O)[CH:12]=2)=[C:6]([Cl:8])[CH:7]=1.[Cl-].[NH4+], predict the reaction product. The product is: [NH2:17][C:13]1[CH:12]=[C:11](/[CH:10]=[CH:9]/[C:5]2[N:4]([CH2:20][CH2:21][C:22]3[CH:34]=[CH:33][C:25]([C:26]([O:28][C:29]([CH3:32])([CH3:31])[CH3:30])=[O:27])=[CH:24][CH:23]=3)[C:3](=[O:35])[C:2]([Cl:1])=[CH:7][C:6]=2[Cl:8])[CH:16]=[CH:15][CH:14]=1.